Dataset: Reaction yield outcomes from USPTO patents with 853,638 reactions. Task: Predict the reaction yield, written as a fraction of the theoretical maximum amount of product (1.0 means a 100% yield; for example, 0.34 means a 34% yield). The reactants are Cl[C:2]1[C:3]([C:26]2[C:34]3[C:29](=[CH:30][CH:31]=[CH:32][CH:33]=3)[N:28]([CH3:35])[CH:27]=2)=[N:4][C:5]([NH:8][C:9]2[C:14]([O:15][CH3:16])=[CH:13][C:12]([N:17]3[CH2:21][CH2:20][C@@H:19]([N:22]([CH3:24])[CH3:23])[CH2:18]3)=[C:11]([NH2:25])[CH:10]=2)=[N:6][CH:7]=1.C1(P(C2CCCCC2)C2C=CC=CC=2C2C(C(C)C)=CC(C(C)C)=CC=2C(C)C)CCCCC1.[C:70]([Zn]C#N)#[N:71].CC(N(C)C)=O. The catalyst is CCOC(C)=O.[Zn].C1C=CC(/C=C/C(/C=C/C2C=CC=CC=2)=O)=CC=1.C1C=CC(/C=C/C(/C=C/C2C=CC=CC=2)=O)=CC=1.C1C=CC(/C=C/C(/C=C/C2C=CC=CC=2)=O)=CC=1.[Pd].[Pd]. The product is [NH2:25][C:11]1[C:12]([N:17]2[CH2:21][CH2:20][C@@H:19]([N:22]([CH3:23])[CH3:24])[CH2:18]2)=[CH:13][C:14]([O:15][CH3:16])=[C:9]([NH:8][C:5]2[N:4]=[C:3]([C:26]3[C:34]4[C:29](=[CH:30][CH:31]=[CH:32][CH:33]=4)[N:28]([CH3:35])[CH:27]=3)[C:2]([C:70]#[N:71])=[CH:7][N:6]=2)[CH:10]=1. The yield is 0.580.